From a dataset of CYP2C9 inhibition data for predicting drug metabolism from PubChem BioAssay. Regression/Classification. Given a drug SMILES string, predict its absorption, distribution, metabolism, or excretion properties. Task type varies by dataset: regression for continuous measurements (e.g., permeability, clearance, half-life) or binary classification for categorical outcomes (e.g., BBB penetration, CYP inhibition). Dataset: cyp2c9_veith. (1) The molecule is c1cn(-c2ncnc3ccc(-c4ccoc4)cc23)cn1. The result is 0 (non-inhibitor). (2) The compound is COc1ccccc1-c1nnc2n1N=C(c1ccc(O)c(O)c1)CS2. The result is 1 (inhibitor). (3) The molecule is O=C(O)/C(Cc1ccnc2ccccc12)=N\O. The result is 0 (non-inhibitor). (4) The compound is Cc1cc(OCc2ccc([N+](=O)[O-])cc2)c2c3c(c(=O)oc2c1)CCCC3. The result is 1 (inhibitor). (5) The compound is CN(C(=O)CCCOc1ccc2[nH]c(=O)ccc2c1)C1CCCCC1. The result is 0 (non-inhibitor). (6) The molecule is C[C@@H](C(=O)NCC1CC1)[C@H]1C[C@]1(C)[C@H](NC(=O)OCc1ccccc1)c1ccccc1. The result is 1 (inhibitor).